This data is from NCI-60 drug combinations with 297,098 pairs across 59 cell lines. The task is: Regression. Given two drug SMILES strings and cell line genomic features, predict the synergy score measuring deviation from expected non-interaction effect. Drug 1: CC(CN1CC(=O)NC(=O)C1)N2CC(=O)NC(=O)C2. Drug 2: CCCCCOC(=O)NC1=NC(=O)N(C=C1F)C2C(C(C(O2)C)O)O. Cell line: TK-10. Synergy scores: CSS=18.5, Synergy_ZIP=-1.62, Synergy_Bliss=3.70, Synergy_Loewe=1.24, Synergy_HSA=3.75.